Dataset: Catalyst prediction with 721,799 reactions and 888 catalyst types from USPTO. Task: Predict which catalyst facilitates the given reaction. (1) Reactant: [I:1][C:2]1[C:10]2[C:5](=[N:6][CH:7]=[C:8]([C:11]3[CH:16]=[CH:15][C:14]([S:17]([CH:20]([CH3:22])[CH3:21])(=[O:19])=[O:18])=[CH:13][CH:12]=3)[N:9]=2)[NH:4][CH:3]=1.CCN(C(C)C)C(C)C.[C:32]1([CH3:42])[CH:37]=[CH:36][C:35]([S:38](Cl)(=[O:40])=[O:39])=[CH:34][CH:33]=1.O. Product: [I:1][C:2]1[C:10]2[C:5](=[N:6][CH:7]=[C:8]([C:11]3[CH:12]=[CH:13][C:14]([S:17]([CH:20]([CH3:22])[CH3:21])(=[O:19])=[O:18])=[CH:15][CH:16]=3)[N:9]=2)[N:4]([S:38]([C:35]2[CH:36]=[CH:37][C:32]([CH3:42])=[CH:33][CH:34]=2)(=[O:40])=[O:39])[CH:3]=1. The catalyst class is: 3. (2) Reactant: Br[CH:2]1[C:11]2[C:6](=[CH:7][CH:8]=[CH:9][CH:10]=2)[CH2:5][CH2:4][NH:3]1.B(O)O.C1C[O:18][CH2:17][CH2:16]1.[C:20]([O-])([O-])=O.[K+].[K+].[OH2:26]. Product: [CH3:20][CH:2]1[C:11]2[C:6](=[C:7]3[C:8](=[CH:9][CH:10]=2)[O:18][CH2:17][CH2:16][O:26]3)[CH2:5][CH2:4][NH:3]1. The catalyst class is: 73. (3) Reactant: [OH:1][C:2]1[CH:11]=[C:10]2[C:5]([C:6]([O:12][C:13]3[CH:18]=[CH:17][C:16]([NH:19][C:20]([C:22]4[C:23](=[O:35])[N:24]([C:29]5[CH:34]=[CH:33][CH:32]=[CH:31][CH:30]=5)[N:25]([CH3:28])[C:26]=4[CH3:27])=[O:21])=[CH:15][CH:14]=3)=[CH:7][CH:8]=[N:9]2)=[CH:4][C:3]=1[O:36][CH3:37].[CH3:38][C@@H:39]1[CH2:41][O:40]1.C([O-])([O-])=O.[K+].[K+]. Product: [OH:40][C@H:39]([CH3:41])[CH2:38][O:1][C:2]1[CH:11]=[C:10]2[C:5]([C:6]([O:12][C:13]3[CH:14]=[CH:15][C:16]([NH:19][C:20]([C:22]4[C:23](=[O:35])[N:24]([C:29]5[CH:30]=[CH:31][CH:32]=[CH:33][CH:34]=5)[N:25]([CH3:28])[C:26]=4[CH3:27])=[O:21])=[CH:17][CH:18]=3)=[CH:7][CH:8]=[N:9]2)=[CH:4][C:3]=1[O:36][CH3:37]. The catalyst class is: 18. (4) Reactant: [N:1]1[CH:6]=[CH:5][CH:4]=[C:3]([C:7]([S:9]C)=S)[CH:2]=1.[NH2:11][CH2:12][C:13]([NH:15][CH:16]1[CH2:18][CH2:17]1)=[O:14].C(N(CC)CC)C. Product: [CH:16]1([NH:15][C:13](=[O:14])[CH2:12][NH:11][C:7]([C:3]2[CH:2]=[N:1][CH:6]=[CH:5][CH:4]=2)=[S:9])[CH2:18][CH2:17]1. The catalyst class is: 125. (5) Reactant: [NH2:1][C:2]1[CH:7]=[CH:6][C:5]([C:8]2[N:9]=[C:10]([N:20]3[CH2:25][CH2:24][O:23][CH2:22][C@@H:21]3[CH3:26])[C:11]3[CH2:17][CH2:16][N:15]([CH:18]=[O:19])[CH2:14][C:12]=3[N:13]=2)=[CH:4][CH:3]=1.[O:27]1[CH2:32]COCC1.C(N(CC)CC)C.C(Cl)(Cl)=O.[F:44][C:45]([F:49])([F:48])[CH2:46][NH2:47]. Product: [CH:18]([N:15]1[CH2:16][CH2:17][C:11]2[C:10]([N:20]3[CH2:25][CH2:24][O:23][CH2:22][C@@H:21]3[CH3:26])=[N:9][C:8]([C:5]3[CH:4]=[CH:3][C:2]([NH:1][C:32]([NH:47][CH2:46][C:45]([F:49])([F:48])[F:44])=[O:27])=[CH:7][CH:6]=3)=[N:13][C:12]=2[CH2:14]1)=[O:19]. The catalyst class is: 11.